Dataset: Drug-target binding data from BindingDB using Ki measurements. Task: Regression. Given a target protein amino acid sequence and a drug SMILES string, predict the binding affinity score between them. We predict pKi (pKi = -log10(Ki in M); higher means stronger inhibition). Dataset: bindingdb_ki. (1) The compound is NC[C@H]1O[C@H](O[C@@H]2[C@@H](N=C(N)N)C[C@@H](N=C(N)N)[C@H](O)[C@H]2O)[C@H](N=C(N)N)[C@@H](O)[C@@H]1O. The target protein (P15917) has sequence MNIKKEFIKVISMSCLVTAITLSGPVFIPLVQGAGGHGDVGMHVKEKEKNKDENKRKDEERNKTQEEHLKEIMKHIVKIEVKGEEAVKKEAAEKLLEKVPSDVLEMYKAIGGKIYIVDGDITKHISLEALSEDKKKIKDIYGKDALLHEHYVYAKEGYEPVLVIQSSEDYVENTEKALNVYYEIGKILSRDILSKINQPYQKFLDVLNTIKNASDSDGQDLLFTNQLKEHPTDFSVEFLEQNSNEVQEVFAKAFAYYIEPQHRDVLQLYAPEAFNYMDKFNEQEINLSLEELKDQRMLARYEKWEKIKQHYQHWSDSLSEEGRGLLKKLQIPIEPKKDDIIHSLSQEEKELLKRIQIDSSDFLSTEEKEFLKKLQIDIRDSLSEEEKELLNRIQVDSSNPLSEKEKEFLKKLKLDIQPYDINQRLQDTGGLIDSPSINLDVRKQYKRDIQNIDALLHQSIGSTLYNKIYLYENMNINNLTATLGADLVDSTDNTKINRGI.... The pKi is 6.3. (2) The small molecule is COc1ccc(N2CCN(CC[C@H]3OCCc4cc(C(N)=O)ccc43)CC2)cc1. The target protein (Q9N2B7) has sequence MEEPGAQCAPPPAGSETWVPQANLSSAPSQNCSAKDYIYQDSIALPWKVLLVMLLALITLATTLSNAFVIATVYRTRKLHTPANYLIASLAVTDLLVSILVMPISTMYTVTGRWTLGQVVCDFWLSSDITCCTASILHLCVIALDRYWAITDAVEYSAKRTPKRAAVMIALVWVFSISISLPPFFWRQAKAEEEVSECVVNTDHILYTVYSTVGAFYFPTLLLIALYGRIYVEARSRILKQTPNRTGKRLTRAQLITDSPGSTSSVTSINSRVPDVPSESGSPVYVNQVKVRVSDALLEKKKLMAARERKATKTLGIILGAFIVCWLPFFIISLVMPICKDACWFHLAIFDFFTWLGYLNSLINPIIYTMSNEDFKQAFHKLIRFKCTS. The pKi is 4.6. (3) The compound is NC(=O)CC[C@H](N)C(=O)CP(=O)([O-])OC[C@H]1O[C@@H](n2cnc3c(N)ncnc32)[C@H](O)[C@@H]1O. The target protein (P00962) has sequence MSEAEARPTNFIRQIIDEDLASGKHTTVHTRFPPEPNGYLHIGHAKSICLNFGIAQDYKGQCNLRFDDTNPVKEDIEYVESIKNDVEWLGFHWSGNVRYSSDYFDQLHAYAIELINKGLAYVDELTPEQIREYRGTLTQPGKNSPYRDRSVEENLALFEKMRAGGFEEGKACLRAKIDMASPFIVMRDPVLYRIKFAEHHQTGNKWCIYPMYDFTHCISDALEGITHSLCTLEFQDNRRLYDWVLDNITIPVHPRQYEFSRLNLEYTVMSKRKLNLLVTDKHVEGWDDPRMPTISGLRRRGYTAASIREFCKRIGVTKQDNTIEMASLESCIREDLNENAPRAMAVIDPVKLVIENYQGEGEMVTMPNHPNKPEMGSRQVPFSGEIWIDRADFREEANKQYKRLVLGKEVRLRNAYVIKAERVEKDAEGNITTIFCTYDADTLSKDPADGRKVKGVIHWVSAAHALPVEIRLYDRLFSVPNPGAADDFLSVINPESLVIK.... The pKi is 3.2. (4) The compound is COc1ccc(NC(=O)CN(C)S(=O)(=O)c2cc(Br)cnc2N)cc1. The target protein (O69721) has sequence MTRTVAAPPVCVLGLGLIGGSIMRAAAAAGREVFGYNRSVEGAHGARSDGFDAITDLNQTLTRAAATEALIVLAVPMPALPGMLAHIRKSAPGCPLTDVTSVKCAVLDEVTAAGLQARYVGGHPMTGTAHSGWTAGHGGLFNRAPWVVSVDDHVDPTVWSMVMTLALDCGAMVVPAKSDEHDAAAAAVSHLPHLLAEALAVTAAEVPLAFALAAGSFRDATRVAATAPDLVRAMCEANTGQLAPAADRIIDLLSRARDSLQSHGSIADLADAGHAARTRYDSFPRSDIVTVVIGADKWREQLAAAGRAGGVITSALPSLDSPQ. The pKi is 6.8. (5) The small molecule is O=C(/C=C/c1cc(Cl)ccc1-n1cnnn1)N[C@@H](Cc1ccccc1)C(=O)Nc1ccc(C(=O)O)cc1. The target protein (P04070) has sequence MWQLTSLLLFVATWGISGTPAPLDSVFSSSERAHQVLRIRKRANSFLEELRHSSLERECIEEICDFEEAKEIFQNVDDTLAFWSKHVDGDQCLVLPLEHPCASLCCGHGTCIDGIGSFSCDCRSGWEGRFCQREVSFLNCSLDNGGCTHYCLEEVGWRRCSCAPGYKLGDDLLQCHPAVKFPCGRPWKRMEKKRSHLKRDTEDQEDQVDPRLIDGKMTRRGDSPWQVVLLDSKKKLACGAVLIHPSWVLTAAHCMDESKKLLVRLGEYDLRRWEKWELDLDIKEVFVHPNYSKSTTDNDIALLHLAQPATLSQTIVPICLPDSGLAERELNQAGQETLVTGWGYHSSREKEAKRNRTFVLNFIKIPVVPHNECSEVMSNMVSENMLCAGILGDRQDACEGDSGGPMVASFHGTWFLVGLVSWGEGCGLLHNYGVYTKVSRYLDWIHGHIRDKEAPQKSWAP. The pKi is 4.2.